From a dataset of Forward reaction prediction with 1.9M reactions from USPTO patents (1976-2016). Predict the product of the given reaction. (1) The product is: [NH2:14][C:4]1[CH:5]=[C:6]([CH:12]=[CH:13][C:3]=1[NH:2][CH3:1])[C:7]([O:9][CH2:10][CH3:11])=[O:8]. Given the reactants [CH3:1][NH:2][C:3]1[CH:13]=[CH:12][C:6]([C:7]([O:9][CH2:10][CH3:11])=[O:8])=[CH:5][C:4]=1[N+:14]([O-])=O, predict the reaction product. (2) Given the reactants [CH:1]([O:4][C:5]([N:7]1[CH2:12][CH2:11][CH:10]([CH2:13][OH:14])[CH2:9][CH2:8]1)=[O:6])([CH3:3])[CH3:2].C(N(CC)CC)C.[CH3:22][S:23](Cl)(=[O:25])=[O:24], predict the reaction product. The product is: [CH:1]([O:4][C:5]([N:7]1[CH2:12][CH2:11][CH:10]([CH2:13][O:14][S:23]([CH3:22])(=[O:25])=[O:24])[CH2:9][CH2:8]1)=[O:6])([CH3:3])[CH3:2]. (3) Given the reactants [CH2:1]([O:8][C:9]([NH:11][C@@:12]1([CH3:25])[CH2:17][CH2:16][CH2:15][N:14](C(OC(C)(C)C)=O)[CH2:13]1)=[O:10])[C:2]1[CH:7]=[CH:6][CH:5]=[CH:4][CH:3]=1.Cl, predict the reaction product. The product is: [CH3:25][C@:12]1([NH:11][C:9](=[O:10])[O:8][CH2:1][C:2]2[CH:7]=[CH:6][CH:5]=[CH:4][CH:3]=2)[CH2:17][CH2:16][CH2:15][NH:14][CH2:13]1. (4) Given the reactants Cl[C:2]1[C:7]([Cl:8])=[CH:6][C:5]([C:9]([F:12])([F:11])[F:10])=[CH:4][N:3]=1.[C:13]1([CH3:20])[C:18]([OH:19])=[CH:17][CH:16]=[CH:15][CH:14]=1.[I-].[K+].C([O-])([O-])=O.[K+].[K+], predict the reaction product. The product is: [Cl:8][C:7]1[C:2]([O:19][C:18]2[CH:17]=[CH:16][CH:15]=[CH:14][C:13]=2[CH3:20])=[N:3][CH:4]=[C:5]([C:9]([F:12])([F:11])[F:10])[CH:6]=1.